The task is: Predict the reaction yield, written as a fraction of the theoretical maximum amount of product (1.0 means a 100% yield; for example, 0.34 means a 34% yield).. This data is from Reaction yield outcomes from USPTO patents with 853,638 reactions. (1) The reactants are CC1C=CC(S(O[CH2:12][CH2:13][CH2:14][C:15]([F:18])([F:17])[F:16])(=O)=O)=CC=1.O.[NH2:20][NH2:21].[CH3:22][C:23]([CH3:30])([CH3:29])[C:24](=O)[CH2:25][C:26]#[N:27]. The catalyst is CCO. The product is [C:23]([C:24]1[CH:25]=[C:26]([NH2:27])[N:21]([CH2:12][CH2:13][CH2:14][C:15]([F:16])([F:17])[F:18])[N:20]=1)([CH3:30])([CH3:29])[CH3:22]. The yield is 0.460. (2) The reactants are Cl[C:2]1[C:7]([C:8]#[N:9])=[C:6]([Cl:10])[N:5]=[C:4]([S:11][CH3:12])[N:3]=1.[F:13][C:14]1[CH:20]=[CH:19][CH:18]=[C:17]([F:21])[C:15]=1[NH2:16].CO.O. The yield is 0.900. The catalyst is CN(C=O)C. The product is [Cl:10][C:6]1[C:7]([C:8]#[N:9])=[C:2]([NH:16][C:15]2[C:14]([F:13])=[CH:20][CH:19]=[CH:18][C:17]=2[F:21])[N:3]=[C:4]([S:11][CH3:12])[N:5]=1. (3) The reactants are [Br:1][C:2]1[C:3](Cl)=[N:4][C:5]([Cl:8])=[N:6][CH:7]=1.[NH3:10]. The catalyst is C1COCC1. The product is [Br:1][C:2]1[C:3]([NH2:10])=[N:4][C:5]([Cl:8])=[N:6][CH:7]=1. The yield is 0.808. (4) The reactants are [O:1]1[CH:5]=[CH:4][CH:3]=[C:2]1[C:6]1[NH:14][C:13]([NH2:15])=[N:12][C:11]2[C:7]=1[N:8]=[CH:9][N:10]=2.[CH:16]1([CH2:22][CH2:23]O)[CH2:21][CH2:20][CH2:19][CH2:18][CH2:17]1.N(C(OC(C)(C)C)=O)=NC(OC(C)(C)C)=O. The catalyst is CN(C=O)C.C1COCC1. The product is [CH:16]1([CH2:22][CH2:23][N:10]2[CH:9]=[N:8][C:7]3[C:11]2=[N:12][C:13]([NH2:15])=[N:14][C:6]=3[C:2]2[O:1][CH:5]=[CH:4][CH:3]=2)[CH2:21][CH2:20][CH2:19][CH2:18][CH2:17]1. The yield is 0.570. (5) The reactants are [O:1]=[C:2]1[C:10]2[C:5](=[CH:6][CH:7]=[CH:8][CH:9]=2)[C:4](=[O:11])[N:3]1[CH:12]([C:17]([F:20])([F:19])[F:18])[CH2:13][C:14](O)=[O:15].C(Cl)(=O)C([Cl:24])=O. The catalyst is ClCCl.CN(C)C=O. The product is [O:1]=[C:2]1[C:10]2[C:5](=[CH:6][CH:7]=[CH:8][CH:9]=2)[C:4](=[O:11])[N:3]1[CH:12]([C:17]([F:20])([F:19])[F:18])[CH2:13][C:14]([Cl:24])=[O:15]. The yield is 0.900. (6) The reactants are Cl[C:2]1[C:3]([N+:9]([O-:11])=[O:10])=[C:4]([CH:6]=[CH:7][CH:8]=1)[NH2:5].[C:12]([N:19]1[CH2:24][CH2:23][NH:22][CH2:21][CH2:20]1)([O:14][C:15]([CH3:18])([CH3:17])[CH3:16])=[O:13].C(=O)([O-])[O-].[K+].[K+]. The catalyst is CN(C=O)C. The product is [NH2:5][C:4]1[C:3]([N+:9]([O-:11])=[O:10])=[C:2]([N:22]2[CH2:21][CH2:20][N:19]([C:12]([O:14][C:15]([CH3:18])([CH3:17])[CH3:16])=[O:13])[CH2:24][CH2:23]2)[CH:8]=[CH:7][CH:6]=1. The yield is 0.400.